Dataset: Drug-target binding data from BindingDB using Ki measurements. Task: Regression. Given a target protein amino acid sequence and a drug SMILES string, predict the binding affinity score between them. We predict pKi (pKi = -log10(Ki in M); higher means stronger inhibition). Dataset: bindingdb_ki. The drug is NCCCC[C@H](NC(=O)[C@H]1CCCN1C(=O)[C@@H]1CSSC[C@@H](N)C(=O)N[C@H](Cc2ccc(O)cc2)C(=O)N[C@@H](Cc2ccccc2)C(=O)N[C@H](CCC(N)=O)C(=O)N[C@@H](CC(N)=O)C(=O)N1)C(=O)NCC(=O)O. The target protein (P32307) has sequence MLRATTSAVPRALSWPAAPGNGSEREPLDDRDPLLARVELALLSTVFVAVALSNGLVLGALVRRGRRGRWAPMHVFIGHLCLADLAVALFQVLPQLAWDATYRFRGPDALCRAVKYLQMVGMYASSYMILAMTLDRHRAICRPMLAYRHGGGARWNRPVLVAWAFSLLLSLPQLFIFAQRDVGDGSGVLDCWASFAEPWGLRAYVTWIALMVFVAPALGIAACQVLIFREIHTSLVPGPAERAGGHRGGRRAGSPREGARVSAAMAKTARMTLVIVAVYVLCWAPFFLVQLWSVWDPKAPREGPPFVLLMLLASLNSCTNPWIYASFSSSISSELRSLLCCPRRRTPPSLRPQEESCATASSFSARDTSS. The pKi is 8.9.